Dataset: Catalyst prediction with 721,799 reactions and 888 catalyst types from USPTO. Task: Predict which catalyst facilitates the given reaction. (1) Reactant: [OH:1][CH2:2][CH2:3][N:4]1[C:8]2[C:9]3[CH:10]=[N:11][N:12](C(C4C=CC=CC=4)(C4C=CC=CC=4)C4C=CC=CC=4)[C:13]=3[CH2:14][CH2:15][C:7]=2[C:6]([C:35]([O:37][CH2:38][CH3:39])=[O:36])=[N:5]1.Cl. Product: [OH:1][CH2:2][CH2:3][N:4]1[C:8]2[C:9]3[CH:10]=[N:11][NH:12][C:13]=3[CH2:14][CH2:15][C:7]=2[C:6]([C:35]([O:37][CH2:38][CH3:39])=[O:36])=[N:5]1. The catalyst class is: 12. (2) Reactant: Br[C:2]1[CH:7]=[N:6][C:5]2=[C:8]([NH:11][CH2:12][CH2:13][C:14]3[CH:19]=[CH:18][CH:17]=[CH:16][CH:15]=3)[S:9][N:10]=[C:4]2[CH:3]=1.[CH3:20][O:21][C:22]1[CH:23]=[C:24](B(O)O)[CH:25]=[CH:26][C:27]=1[O:28][CH3:29].C([O-])([O-])=O.[K+].[K+]. Product: [CH3:20][O:21][C:22]1[CH:23]=[C:24]([C:2]2[CH:7]=[N:6][C:5]3=[C:8]([NH:11][CH2:12][CH2:13][C:14]4[CH:19]=[CH:18][CH:17]=[CH:16][CH:15]=4)[S:9][N:10]=[C:4]3[CH:3]=2)[CH:25]=[CH:26][C:27]=1[O:28][CH3:29]. The catalyst class is: 73. (3) Reactant: FC(F)(F)C(O)=O.[Cl:8][C:9]1[C:10]([F:37])=[C:11]([CH:15]2[C:19]([C:22]3[CH:27]=[CH:26][C:25]([Cl:28])=[CH:24][N:23]=3)([C:20]#[N:21])[CH:18]([CH2:29][C:30]([CH3:33])([CH3:32])[CH3:31])[NH:17][CH:16]2[C:34](O)=[O:35])[CH:12]=[CH:13][CH:14]=1.[CH3:38][C:39]1([CH3:47])[O:43][C@@H:42]([CH2:44][CH2:45][NH2:46])[CH2:41][O:40]1.CN(C(ON1N=NC2C=CC=NC1=2)=[N+](C)C)C.F[P-](F)(F)(F)(F)F.CCN(C(C)C)C(C)C. Product: [CH3:38][C:39]1([CH3:47])[O:43][C@@H:42]([CH2:44][CH2:45][NH:46][C:34]([CH:16]2[CH:15]([C:11]3[CH:12]=[CH:13][CH:14]=[C:9]([Cl:8])[C:10]=3[F:37])[C:19]([C:22]3[CH:27]=[CH:26][C:25]([Cl:28])=[CH:24][N:23]=3)([C:20]#[N:21])[CH:18]([CH2:29][C:30]([CH3:31])([CH3:32])[CH3:33])[NH:17]2)=[O:35])[CH2:41][O:40]1. The catalyst class is: 2. (4) Reactant: CS([C:5]1[N:6]=[C:7]([C:22]2[CH:27]=[CH:26][CH:25]=[CH:24][CH:23]=2)[C:8]2[CH:14]=[CH:13][C:12](=[O:15])[N:11]([C:16]3[CH:21]=[CH:20][CH:19]=[CH:18][CH:17]=3)[C:9]=2[N:10]=1)(=O)=O.CN1C(=O)CCC1.[CH2:35]([N:37]([CH2:41][CH3:42])[CH2:38][CH2:39][NH2:40])[CH3:36].O. Product: [CH2:35]([N:37]([CH2:41][CH3:42])[CH2:38][CH2:39][NH:40][C:5]1[N:6]=[C:7]([C:22]2[CH:23]=[CH:24][CH:25]=[CH:26][CH:27]=2)[C:8]2[CH:14]=[CH:13][C:12](=[O:15])[N:11]([C:16]3[CH:21]=[CH:20][CH:19]=[CH:18][CH:17]=3)[C:9]=2[N:10]=1)[CH3:36]. The catalyst class is: 25.